Task: Regression. Given two drug SMILES strings and cell line genomic features, predict the synergy score measuring deviation from expected non-interaction effect.. Dataset: NCI-60 drug combinations with 297,098 pairs across 59 cell lines (1) Drug 1: CS(=O)(=O)C1=CC(=C(C=C1)C(=O)NC2=CC(=C(C=C2)Cl)C3=CC=CC=N3)Cl. Drug 2: C1=NC2=C(N1)C(=S)N=C(N2)N. Cell line: PC-3. Synergy scores: CSS=24.6, Synergy_ZIP=-5.23, Synergy_Bliss=-0.518, Synergy_Loewe=-12.3, Synergy_HSA=-1.23. (2) Drug 1: CN(C)N=NC1=C(NC=N1)C(=O)N. Drug 2: CCCCCOC(=O)NC1=NC(=O)N(C=C1F)C2C(C(C(O2)C)O)O. Cell line: HOP-62. Synergy scores: CSS=2.81, Synergy_ZIP=3.39, Synergy_Bliss=5.87, Synergy_Loewe=1.75, Synergy_HSA=2.06. (3) Drug 1: C(CCl)NC(=O)N(CCCl)N=O. Drug 2: N.N.Cl[Pt+2]Cl. Cell line: NCI-H226. Synergy scores: CSS=12.1, Synergy_ZIP=-3.79, Synergy_Bliss=-0.234, Synergy_Loewe=-5.06, Synergy_HSA=0.146. (4) Drug 1: CN1CCC(CC1)COC2=C(C=C3C(=C2)N=CN=C3NC4=C(C=C(C=C4)Br)F)OC. Drug 2: CNC(=O)C1=NC=CC(=C1)OC2=CC=C(C=C2)NC(=O)NC3=CC(=C(C=C3)Cl)C(F)(F)F. Cell line: UO-31. Synergy scores: CSS=36.3, Synergy_ZIP=-7.37, Synergy_Bliss=-9.08, Synergy_Loewe=-10.2, Synergy_HSA=-9.59. (5) Drug 1: CC(C)(C1=NC(=CC=C1)N2C3=NC(=NC=C3C(=O)N2CC=C)NC4=CC=C(C=C4)N5CCN(CC5)C)O. Drug 2: CCC1=C2N=C(C=C(N2N=C1)NCC3=C[N+](=CC=C3)[O-])N4CCCCC4CCO. Cell line: NCIH23. Synergy scores: CSS=65.3, Synergy_ZIP=-1.21, Synergy_Bliss=-3.19, Synergy_Loewe=-6.94, Synergy_HSA=-0.209. (6) Drug 1: COC1=C(C=C2C(=C1)N=CN=C2NC3=CC(=C(C=C3)F)Cl)OCCCN4CCOCC4. Drug 2: C1=CC(=CC=C1C#N)C(C2=CC=C(C=C2)C#N)N3C=NC=N3. Cell line: HCC-2998. Synergy scores: CSS=5.51, Synergy_ZIP=-2.50, Synergy_Bliss=-3.07, Synergy_Loewe=-3.38, Synergy_HSA=-3.03. (7) Drug 1: CC(C)(C#N)C1=CC(=CC(=C1)CN2C=NC=N2)C(C)(C)C#N. Drug 2: CCC1=C2CN3C(=CC4=C(C3=O)COC(=O)C4(CC)O)C2=NC5=C1C=C(C=C5)O. Cell line: SNB-75. Synergy scores: CSS=12.6, Synergy_ZIP=-4.12, Synergy_Bliss=-1.41, Synergy_Loewe=-26.4, Synergy_HSA=-0.312. (8) Drug 1: C1=CC(=CC=C1CCC2=CNC3=C2C(=O)NC(=N3)N)C(=O)NC(CCC(=O)O)C(=O)O. Drug 2: C1CCC(CC1)NC(=O)N(CCCl)N=O. Cell line: MCF7. Synergy scores: CSS=17.4, Synergy_ZIP=-9.07, Synergy_Bliss=-12.7, Synergy_Loewe=-12.2, Synergy_HSA=-8.65. (9) Cell line: SF-539. Drug 1: C1CC(=O)NC(=O)C1N2CC3=C(C2=O)C=CC=C3N. Drug 2: C1C(C(OC1N2C=NC(=NC2=O)N)CO)O. Synergy scores: CSS=11.2, Synergy_ZIP=-3.61, Synergy_Bliss=-2.66, Synergy_Loewe=-3.68, Synergy_HSA=-3.64. (10) Drug 1: C1=CN(C(=O)N=C1N)C2C(C(C(O2)CO)O)O.Cl. Drug 2: CN(CCCl)CCCl.Cl. Cell line: HS 578T. Synergy scores: CSS=11.7, Synergy_ZIP=-2.89, Synergy_Bliss=1.41, Synergy_Loewe=-4.50, Synergy_HSA=1.59.